From a dataset of NCI-60 drug combinations with 297,098 pairs across 59 cell lines. Regression. Given two drug SMILES strings and cell line genomic features, predict the synergy score measuring deviation from expected non-interaction effect. (1) Drug 1: C1=NC2=C(N=C(N=C2N1C3C(C(C(O3)CO)O)F)Cl)N. Drug 2: C1C(C(OC1N2C=NC(=NC2=O)N)CO)O. Cell line: SR. Synergy scores: CSS=23.9, Synergy_ZIP=-0.557, Synergy_Bliss=1.08, Synergy_Loewe=1.10, Synergy_HSA=2.41. (2) Drug 1: CC1=CC=C(C=C1)C2=CC(=NN2C3=CC=C(C=C3)S(=O)(=O)N)C(F)(F)F. Drug 2: CCC1=C2CN3C(=CC4=C(C3=O)COC(=O)C4(CC)O)C2=NC5=C1C=C(C=C5)O. Cell line: SF-295. Synergy scores: CSS=40.8, Synergy_ZIP=4.51, Synergy_Bliss=3.78, Synergy_Loewe=-28.0, Synergy_HSA=4.82. (3) Cell line: SF-268. Drug 1: CC1=CC=C(C=C1)C2=CC(=NN2C3=CC=C(C=C3)S(=O)(=O)N)C(F)(F)F. Synergy scores: CSS=7.39, Synergy_ZIP=-5.21, Synergy_Bliss=-5.81, Synergy_Loewe=-9.99, Synergy_HSA=-4.95. Drug 2: C1CCC(C(C1)N)N.C(=O)(C(=O)[O-])[O-].[Pt+4]. (4) Cell line: BT-549. Drug 2: CC1C(C(CC(O1)OC2CC(CC3=C2C(=C4C(=C3O)C(=O)C5=CC=CC=C5C4=O)O)(C(=O)C)O)N)O. Synergy scores: CSS=28.7, Synergy_ZIP=-8.26, Synergy_Bliss=-4.57, Synergy_Loewe=-29.7, Synergy_HSA=-3.13. Drug 1: CN(C)N=NC1=C(NC=N1)C(=O)N. (5) Drug 1: COC1=C(C=C2C(=C1)N=CN=C2NC3=CC(=C(C=C3)F)Cl)OCCCN4CCOCC4. Drug 2: C1=NC2=C(N=C(N=C2N1C3C(C(C(O3)CO)O)O)F)N. Cell line: NCI-H226. Synergy scores: CSS=19.3, Synergy_ZIP=-0.604, Synergy_Bliss=2.28, Synergy_Loewe=-4.69, Synergy_HSA=0.255. (6) Drug 1: CC(C1=C(C=CC(=C1Cl)F)Cl)OC2=C(N=CC(=C2)C3=CN(N=C3)C4CCNCC4)N. Drug 2: CS(=O)(=O)CCNCC1=CC=C(O1)C2=CC3=C(C=C2)N=CN=C3NC4=CC(=C(C=C4)OCC5=CC(=CC=C5)F)Cl. Cell line: PC-3. Synergy scores: CSS=8.66, Synergy_ZIP=-0.108, Synergy_Bliss=4.06, Synergy_Loewe=3.55, Synergy_HSA=4.70. (7) Drug 1: CC1C(C(CC(O1)OC2CC(CC3=C2C(=C4C(=C3O)C(=O)C5=C(C4=O)C(=CC=C5)OC)O)(C(=O)CO)O)N)O.Cl. Drug 2: COC1=C(C=C2C(=C1)N=CN=C2NC3=CC(=C(C=C3)F)Cl)OCCCN4CCOCC4. Cell line: NCI-H460. Synergy scores: CSS=7.83, Synergy_ZIP=4.60, Synergy_Bliss=9.05, Synergy_Loewe=1.03, Synergy_HSA=7.61.